Dataset: Forward reaction prediction with 1.9M reactions from USPTO patents (1976-2016). Task: Predict the product of the given reaction. (1) Given the reactants [C:1]([N:8]1[CH2:13][CH2:12][NH:11][CH2:10][CH2:9]1)([O:3][C:4]([CH3:7])([CH3:6])[CH3:5])=[O:2].[Cl:14][C:15]1[N:16]=[C:17]([C:24]#[N:25])[C:18]([C:22]#[N:23])=[N:19][C:20]=1Cl, predict the reaction product. The product is: [C:4]([O:3][C:1]([N:8]1[CH2:9][CH2:10][N:11]([C:20]2[C:15]([Cl:14])=[N:16][C:17]([C:24]#[N:25])=[C:18]([C:22]#[N:23])[N:19]=2)[CH2:12][CH2:13]1)=[O:2])([CH3:7])([CH3:6])[CH3:5]. (2) Given the reactants [CH3:1][S:2][C:3](SC)=[N:4][S:5]([C:8]1[CH:13]=[CH:12][C:11]([CH3:14])=[CH:10][CH:9]=1)(=[O:7])=[O:6].[NH3:17], predict the reaction product. The product is: [NH2:17]/[C:3](=[N:4]\[S:5]([C:8]1[CH:13]=[CH:12][C:11]([CH3:14])=[CH:10][CH:9]=1)(=[O:7])=[O:6])/[S:2][CH3:1]. (3) Given the reactants C([O:5][C:6](=[O:20])[CH2:7][N:8]1[C:16]2[C:11](=[CH:12][C:13]([F:17])=[CH:14][CH:15]=2)[C:10]([C:18]#[N:19])=[N:9]1)(C)(C)C.C(C1C2C(=CN=C(C)C=2)N(CC(O)=O)N=1)(=[O:23])N, predict the reaction product. The product is: [C:18]([C:10]1[C:11]2[C:16](=[CH:15][CH:14]=[C:13]([F:17])[CH:12]=2)[N:8]([CH2:7][C:6]([OH:5])=[O:20])[N:9]=1)(=[O:23])[NH2:19]. (4) Given the reactants [CH3:1][C:2]([CH3:24])([O:4][C:5]([NH:7][C@@H:8]1[C:16]2[C:11](=[CH:12][CH:13]=[CH:14][CH:15]=2)[CH2:10][C@@H:9]1[O:17][CH:18]1[CH2:23][CH2:22][CH2:21][CH2:20][O:19]1)=[O:6])[CH3:3].[H-].[Na+].[CH3:27]I, predict the reaction product. The product is: [CH3:3][C:2]([CH3:24])([O:4][C:5]([N:7]([C@@H:8]1[C:16]2[C:11](=[CH:12][CH:13]=[CH:14][CH:15]=2)[CH2:10][C@@H:9]1[O:17][CH:18]1[CH2:23][CH2:22][CH2:21][CH2:20][O:19]1)[CH3:27])=[O:6])[CH3:1]. (5) Given the reactants [C:1]([C@@H:4]1[CH2:8][C:7]([F:10])([F:9])[CH2:6][N:5]1[C:11](=[O:21])[CH2:12][NH:13][C:14](=[O:20])[O:15][C:16]([CH3:19])([CH3:18])[CH3:17])(=O)[NH2:2].N1C=CC=CC=1.FC(F)(F)C(OC(=O)C(F)(F)F)=O, predict the reaction product. The product is: [C:1]([C@@H:4]1[CH2:8][C:7]([F:9])([F:10])[CH2:6][N:5]1[C:11](=[O:21])[CH2:12][NH:13][C:14](=[O:20])[O:15][C:16]([CH3:17])([CH3:18])[CH3:19])#[N:2]. (6) Given the reactants [CH3:1][N:2]([CH3:20])[CH2:3][CH2:4][O:5][C:6]1[CH:11]=[CH:10][C:9]([N+:12]([O-])=O)=[CH:8][C:7]=1[NH:15][C:16](=[O:19])[CH:17]=[CH2:18].[Cl-].[NH4+], predict the reaction product. The product is: [NH2:12][C:9]1[CH:10]=[CH:11][C:6]([O:5][CH2:4][CH2:3][N:2]([CH3:20])[CH3:1])=[C:7]([NH:15][C:16](=[O:19])[CH:17]=[CH2:18])[CH:8]=1. (7) Given the reactants [CH3:1][O:2][C:3](=[O:25])[C:4]1[CH:9]=[CH:8][C:7]([CH2:10][C:11]2[C:19]3[C:14](=[CH:15][CH:16]=[C:17]([N+:20]([O-:22])=[O:21])[CH:18]=3)[NH:13][CH:12]=2)=[C:6]([O:23][CH3:24])[CH:5]=1.[H-].[Na+].I[CH3:29].Cl, predict the reaction product. The product is: [CH3:1][O:2][C:3](=[O:25])[C:4]1[CH:9]=[CH:8][C:7]([CH2:10][C:11]2[C:19]3[C:14](=[CH:15][CH:16]=[C:17]([N+:20]([O-:22])=[O:21])[CH:18]=3)[N:13]([CH3:29])[CH:12]=2)=[C:6]([O:23][CH3:24])[CH:5]=1.